This data is from Forward reaction prediction with 1.9M reactions from USPTO patents (1976-2016). The task is: Predict the product of the given reaction. Given the reactants [O:1]1[CH2:6][CH2:5][CH2:4][CH2:3][CH:2]1[N:7]1[C:11]([Sn](CCCC)(CCCC)CCCC)=[C:10]([C:25]2[CH:30]=[CH:29][N:28]=[CH:27][CH:26]=2)[CH:9]=[N:8]1.Br[C:32]1[CH:37]=[CH:36][C:35]([F:38])=[CH:34][CH:33]=1.[F-].[Cs+], predict the reaction product. The product is: [F:38][C:35]1[CH:36]=[CH:37][C:32]([C:11]2[N:7]([CH:2]3[CH2:3][CH2:4][CH2:5][CH2:6][O:1]3)[N:8]=[CH:9][C:10]=2[C:25]2[CH:26]=[CH:27][N:28]=[CH:29][CH:30]=2)=[CH:33][CH:34]=1.